From a dataset of Reaction yield outcomes from USPTO patents with 853,638 reactions. Predict the reaction yield, written as a fraction of the theoretical maximum amount of product (1.0 means a 100% yield; for example, 0.34 means a 34% yield). (1) The reactants are Cl[C:2]1[C:7]([CH2:8][C:9]2[CH:14]=[CH:13][C:12]([C:15]3[C:16]([C:21]#[N:22])=[CH:17][CH:18]=[CH:19][CH:20]=3)=[CH:11][CH:10]=2)=[C:6]([CH2:23][CH2:24][CH3:25])[N:5]=[C:4]([CH3:26])[N:3]=1.[C:27]1([S:33]([NH2:36])(=[O:35])=[O:34])[CH:32]=[CH:31][CH:30]=[CH:29][CH:28]=1.[C:37](=[O:40])([O-])[O-:38].[K+].[K+].C[N:44](C)C(=O)C. The catalyst is C(OCC)(=O)C. The product is [CH3:26][C:4]1[N:3]=[C:2]([NH:36][S:33]([C:27]2[CH:32]=[CH:31][CH:30]=[CH:29][CH:28]=2)(=[O:35])=[O:34])[C:7]([CH2:8][C:9]2[CH:14]=[CH:13][C:12]([C:15]3[CH:20]=[CH:19][CH:18]=[CH:17][C:16]=3[C:21]3[NH:44][C:37](=[O:40])[O:38][N:22]=3)=[CH:11][CH:10]=2)=[C:6]([CH2:23][CH2:24][CH3:25])[N:5]=1. The yield is 0.800. (2) The reactants are [H-].[H-].[H-].[H-].[Li+].[Al+3].[NH2:7][C:8]1[CH:24]=[CH:23][C:11]2[N:12]([CH2:18][CH2:19][N:20]([CH3:22])[CH3:21])[C:13](=O)[CH2:14][CH2:15][CH2:16][C:10]=2[CH:9]=1.[OH-].[Na+].[O-]S([O-])(=O)=O.[Na+].[Na+]. The catalyst is C1COCC1. The product is [CH3:21][N:20]([CH3:22])[CH2:19][CH2:18][N:12]1[CH2:13][CH2:14][CH2:15][CH2:16][C:10]2[CH:9]=[C:8]([NH2:7])[CH:24]=[CH:23][C:11]1=2. The yield is 0.354. (3) The reactants are Cl[C:2]1[C:3]2[S:10][CH:9]=[C:8]([C:11]([NH:13][C:14]3[C:19]([F:20])=[CH:18][CH:17]=[C:16]([N:21]([CH2:28][C:29]4[CH:34]=[CH:33][C:32]([O:35][CH3:36])=[CH:31][CH:30]=4)[S:22]([CH2:25][CH2:26][CH3:27])(=[O:24])=[O:23])[C:15]=3[F:37])=[O:12])[C:4]=2[N:5]=[CH:6][N:7]=1.[CH3:38][NH2:39]. The catalyst is C(O)C. The product is [F:37][C:15]1[C:16]([N:21]([CH2:28][C:29]2[CH:34]=[CH:33][C:32]([O:35][CH3:36])=[CH:31][CH:30]=2)[S:22]([CH2:25][CH2:26][CH3:27])(=[O:23])=[O:24])=[CH:17][CH:18]=[C:19]([F:20])[C:14]=1[NH:13][C:11]([C:8]1[C:4]2[N:5]=[CH:6][N:7]=[C:2]([NH:39][CH3:38])[C:3]=2[S:10][CH:9]=1)=[O:12]. The yield is 0.400. (4) The product is [Br:1][C:2]1[CH:3]=[C:4]2[C:8](=[CH:9][CH:10]=1)[NH:7][C:6](=[O:11])[C:5]2=[CH:29][C:25]1[CH:24]=[C:23]2[C:28]([C:20](/[CH:19]=[CH:18]/[C:14]3[CH:13]=[N:12][CH:17]=[CH:16][CH:15]=3)=[N:21][NH:22]2)=[CH:27][CH:26]=1. The reactants are [Br:1][C:2]1[CH:3]=[C:4]2[C:8](=[CH:9][CH:10]=1)[NH:7][C:6](=[O:11])[CH2:5]2.[N:12]1[CH:17]=[CH:16][CH:15]=[C:14](/[CH:18]=[CH:19]/[C:20]2[C:28]3[C:23](=[CH:24][C:25]([CH:29]=O)=[CH:26][CH:27]=3)[NH:22][N:21]=2)[CH:13]=1. The yield is 0.830. No catalyst specified. (5) The reactants are CC1(C)CCCC(C)(C)N1.C([Li])CCC.[C:16]([Si:20]([O:23][C:24]1[C:29]([F:30])=[CH:28][CH:27]=[CH:26][C:25]=1[CH:31]1[CH2:36][CH2:35][CH2:34][CH2:33][CH2:32]1)([CH3:22])[CH3:21])([CH3:19])([CH3:18])[CH3:17].[B:37](OC(C)C)([O:42]C(C)C)[O:38]C(C)C. The catalyst is C1COCC1. The product is [Si:20]([O:23][C:24]1[C:29]([F:30])=[C:28]([B:37]([OH:42])[OH:38])[CH:27]=[CH:26][C:25]=1[CH:31]1[CH2:36][CH2:35][CH2:34][CH2:33][CH2:32]1)([C:16]([CH3:19])([CH3:17])[CH3:18])([CH3:22])[CH3:21]. The yield is 1.01. (6) The reactants are [C:1]([C:5]1[C:6](=[O:16])[C:7](=[O:15])[CH:8]=[C:9]([C:11]([CH3:14])([CH3:13])[CH3:12])[CH:10]=1)([CH3:4])([CH3:3])[CH3:2].[N+:17]([O-])([OH:19])=[O:18].O. The catalyst is C(O)(=O)C. The product is [C:11]([C:9]1[CH:10]=[C:5]([C:1]([CH3:4])([CH3:2])[CH3:3])[C:6](=[O:16])[C:7](=[O:15])[C:8]=1[N+:17]([O-:19])=[O:18])([CH3:14])([CH3:13])[CH3:12]. The yield is 0.240. (7) The reactants are [S:1]1[CH:5]=[CH:4][CH:3]=[C:2]1[C:6](Cl)=[O:7].C1COCC1.[C:14]([C:16]1[CH:17]=[C:18]([NH2:22])[CH:19]=[CH:20][CH:21]=1)#[CH:15]. The catalyst is CCN(CC)CC. The product is [C:14]([C:16]1[CH:17]=[C:18]([NH:22][C:6]([C:2]2[S:1][CH:5]=[CH:4][CH:3]=2)=[O:7])[CH:19]=[CH:20][CH:21]=1)#[CH:15]. The yield is 0.850. (8) The reactants are Cl[C:2]1[CH:3]=[C:4]([NH:9][C:10]2[N:15]=[CH:14][C:13]([N:16]3[CH2:21][CH2:20][N:19]([C:22]([O:24][C:25]([CH3:28])([CH3:27])[CH3:26])=[O:23])[CH2:18][C:17]3=[O:29])=[CH:12][CH:11]=2)[C:5](=[O:8])[NH:6][N:7]=1.[F:30][C:31]1[CH:36]=[CH:35][C:34](B2OC(C)(C)C(C)(C)O2)=[CH:33][C:32]=1[NH:46][C:47]([C:49]1[S:53][C:52]2[CH2:54][CH2:55][CH2:56][CH2:57][C:51]=2[CH:50]=1)=[O:48].C(=O)([O-])[O-].[Na+].[Na+].Cl. The catalyst is C1C=CC([P]([Pd]([P](C2C=CC=CC=2)(C2C=CC=CC=2)C2C=CC=CC=2)([P](C2C=CC=CC=2)(C2C=CC=CC=2)C2C=CC=CC=2)[P](C2C=CC=CC=2)(C2C=CC=CC=2)C2C=CC=CC=2)(C2C=CC=CC=2)C2C=CC=CC=2)=CC=1.O.CN(C=O)C. The product is [F:30][C:31]1[CH:36]=[CH:35][C:34]([C:2]2[CH:3]=[C:4]([NH:9][C:10]3[N:15]=[CH:14][C:13]([N:16]4[CH2:21][CH2:20][N:19]([C:22]([O:24][C:25]([CH3:28])([CH3:27])[CH3:26])=[O:23])[CH2:18][C:17]4=[O:29])=[CH:12][CH:11]=3)[C:5](=[O:8])[NH:6][N:7]=2)=[CH:33][C:32]=1[NH:46][C:47]([C:49]1[S:53][C:52]2[CH2:54][CH2:55][CH2:56][CH2:57][C:51]=2[CH:50]=1)=[O:48]. The yield is 0.270.